This data is from Forward reaction prediction with 1.9M reactions from USPTO patents (1976-2016). The task is: Predict the product of the given reaction. (1) Given the reactants [CH3:1][O:2][C:3](=[O:18])[C@@H:4]([O:15][CH2:16][CH3:17])[CH2:5][C:6]1[C:11]([CH3:12])=[CH:10][C:9]([OH:13])=[CH:8][C:7]=1[CH3:14].Cl[CH2:20][C:21]1[N:22]=[C:23]([C:26]2[CH:31]=[CH:30][C:29]([Cl:32])=[CH:28][CH:27]=2)[S:24][CH:25]=1.C(=O)([O-])[O-].[Cs+].[Cs+].[I-].[K+], predict the reaction product. The product is: [CH3:1][O:2][C:3](=[O:18])[C@@H:4]([O:15][CH2:16][CH3:17])[CH2:5][C:6]1[C:11]([CH3:12])=[CH:10][C:9]([O:13][CH2:20][C:21]2[N:22]=[C:23]([C:26]3[CH:31]=[CH:30][C:29]([Cl:32])=[CH:28][CH:27]=3)[S:24][CH:25]=2)=[CH:8][C:7]=1[CH3:14]. (2) Given the reactants [CH2:1]([CH2:3][NH2:4])[OH:2].Br[CH2:6][C:7]([NH:9][C:10]1[CH:15]=[CH:14][CH:13]=[C:12]([F:16])[CH:11]=1)=O.C(P(CCCC)CCCC)CCC.CC(OC(/N=N/C(OC(C)(C)C)=O)=O)(C)C.[ClH:46], predict the reaction product. The product is: [ClH:46].[F:16][C:12]1[CH:11]=[C:10]([N:9]2[CH2:7][CH2:6][NH:4][CH2:3][C:1]2=[O:2])[CH:15]=[CH:14][CH:13]=1.